From a dataset of Full USPTO retrosynthesis dataset with 1.9M reactions from patents (1976-2016). Predict the reactants needed to synthesize the given product. (1) Given the product [CH3:1][C:2]1[CH:3]=[C:4]([CH:8]=[C:9]([B:11]2[O:15][C:14]([CH3:17])([CH3:16])[C:13]([CH3:19])([CH3:18])[O:12]2)[CH:10]=1)[C:5]([Cl:22])=[O:6], predict the reactants needed to synthesize it. The reactants are: [CH3:1][C:2]1[CH:3]=[C:4]([CH:8]=[C:9]([B:11]2[O:15][C:14]([CH3:17])([CH3:16])[C:13]([CH3:19])([CH3:18])[O:12]2)[CH:10]=1)[C:5](O)=[O:6].S(Cl)([Cl:22])=O. (2) Given the product [C:18]([O:10][CH:9]([CH:11]1[CH2:16][CH:15]2[CH2:17][CH:12]1[CH:13]=[CH:14]2)[CH2:8][CH2:7][CH:2]1[O:3][CH2:4][CH2:5][CH2:6][O:1]1)(=[O:20])[CH3:19], predict the reactants needed to synthesize it. The reactants are: [O:1]1[CH2:6][CH2:5][CH2:4][O:3][CH:2]1[CH2:7][CH2:8][CH:9]([CH:11]1[CH2:16][CH:15]2[CH2:17][CH:12]1[CH:13]=[CH:14]2)[OH:10].[C:18](OC(=O)C)(=[O:20])[CH3:19].C(Cl)Cl.C(N(CC)CC)C. (3) Given the product [F:24][C:23]([F:26])([F:25])[C:20]1[CH:21]=[CH:22][C:17]([C@:13]23[CH2:14][C@H:15]2[CH2:16][N:11]([CH2:10][CH2:9][CH2:8][N:6]2[CH:7]=[C:2]([N:46]4[CH:47]=[CH:48][C:44]([C:43]([F:50])([F:49])[F:42])=[N:45]4)[C:3](=[O:28])[NH:4][C:5]2=[O:27])[CH2:12]3)=[CH:18][CH:19]=1, predict the reactants needed to synthesize it. The reactants are: I[C:2]1[C:3](=[O:28])[NH:4][C:5](=[O:27])[N:6]([CH2:8][CH2:9][CH2:10][N:11]2[CH2:16][C@H:15]3[C@:13]([C:17]4[CH:22]=[CH:21][C:20]([C:23]([F:26])([F:25])[F:24])=[CH:19][CH:18]=4)([CH2:14]3)[CH2:12]2)[CH:7]=1.CN(C)CC(O)=O.C([O-])([O-])=O.[K+].[K+].[F:42][C:43]([F:50])([F:49])[C:44]1[CH:48]=[CH:47][NH:46][N:45]=1. (4) The reactants are: [OH:1][C:2]1[CH:9]=[CH:8][C:5]([CH:6]=[O:7])=[CH:4][CH:3]=1.[S:10](O[S:10]([C:13]([F:16])([F:15])[F:14])(=[O:12])=[O:11])([C:13]([F:16])([F:15])[F:14])(=[O:12])=[O:11].CC(=CC)C.P([O-])(O)(O)=[O:31].[Na+].[O-]Cl=O.[Na+]. Given the product [F:14][C:13]([F:16])([F:15])[S:10]([O:1][C:2]1[CH:9]=[CH:8][C:5]([C:6]([OH:31])=[O:7])=[CH:4][CH:3]=1)(=[O:12])=[O:11], predict the reactants needed to synthesize it. (5) Given the product [CH2:1]([NH:8][C:29](=[O:30])[N:28]([C:18]1[CH:19]=[CH:20][C:21]([S:23][C:24]([F:25])([F:26])[F:27])=[CH:22][C:17]=1[F:16])[CH3:32])[C:2]1[CH:7]=[CH:6][CH:5]=[CH:4][CH:3]=1, predict the reactants needed to synthesize it. The reactants are: [CH2:1]([NH2:8])[C:2]1[CH:7]=[CH:6][CH:5]=[CH:4][CH:3]=1.C(N(CC)CC)C.[F:16][C:17]1[CH:22]=[C:21]([S:23][C:24]([F:27])([F:26])[F:25])[CH:20]=[CH:19][C:18]=1[N:28]([CH3:32])[C:29](Cl)=[O:30]. (6) Given the product [CH2:12]([O:19][CH2:20][CH2:21][CH2:22][CH2:23][CH2:24][C:5]([CH2:4][CH2:3][C:2]([F:10])([F:11])[F:1])([C:8]#[N:9])[C:6]#[N:7])[C:13]1[CH:18]=[CH:17][CH:16]=[CH:15][CH:14]=1, predict the reactants needed to synthesize it. The reactants are: [F:1][C:2]([F:11])([F:10])[CH2:3][CH2:4][CH:5]([C:8]#[N:9])[C:6]#[N:7].[CH2:12]([O:19][CH2:20][CH2:21][CH2:22][CH2:23][CH2:24]Br)[C:13]1[CH:18]=[CH:17][CH:16]=[CH:15][CH:14]=1.[I-].[K+].C(=O)([O-])[O-].[K+].[K+].Cl. (7) Given the product [Cl:37][C@@H:24]([C:26]1[CH:31]=[CH:30][CH:29]=[CH:28][CH:27]=1)[CH2:23][CH2:22][N:19]1[CH2:20][CH2:21][CH:16]([N:15]2[C:14]([CH3:32])=[N:13][N:12]=[C:11]2[CH:8]([CH3:10])[CH3:9])[CH2:17][CH2:18]1, predict the reactants needed to synthesize it. The reactants are: C(N(CC)CC)C.[CH:8]([C:11]1[N:15]([CH:16]2[CH2:21][CH2:20][N:19]([CH2:22][CH2:23][C@@H:24]([C:26]3[CH:31]=[CH:30][CH:29]=[CH:28][CH:27]=3)O)[CH2:18][CH2:17]2)[C:14]([CH3:32])=[N:13][N:12]=1)([CH3:10])[CH3:9].CS([Cl:37])(=O)=O. (8) The reactants are: Br[C:2]1[CH:11]=[C:10]2[C:5]([N:6]=[CH:7][C:8]([C:12]3[CH:17]=[CH:16][N:15]=[CH:14][CH:13]=3)=[N:9]2)=[CH:4][CH:3]=1.[NH2:18][C:19]1[C:24]([S:25]([N:28]([CH3:30])[CH3:29])(=[O:27])=[O:26])=[CH:23][C:22](B2OC(C)(C)C(C)(C)O2)=[CH:21][N:20]=1.C(=O)([O-])[O-].[K+].[K+]. Given the product [NH2:18][C:19]1[C:24]([S:25]([N:28]([CH3:30])[CH3:29])(=[O:27])=[O:26])=[CH:23][C:22]([C:2]2[CH:11]=[C:10]3[C:5](=[CH:4][CH:3]=2)[N:6]=[CH:7][C:8]([C:12]2[CH:17]=[CH:16][N:15]=[CH:14][CH:13]=2)=[N:9]3)=[CH:21][N:20]=1, predict the reactants needed to synthesize it. (9) Given the product [CH2:6]([C@@H:5]1[CH2:4][CH2:3][CH2:2][NH:1][C:29](=[O:31])[CH2:28][N:13]1[S:14]([C:17]1[CH:22]=[CH:21][CH:20]=[CH:19][C:18]=1[O:23][C:24]([F:25])([F:26])[F:27])(=[O:15])=[O:16])[C:7]1[CH:8]=[CH:9][CH:10]=[CH:11][CH:12]=1, predict the reactants needed to synthesize it. The reactants are: [NH2:1][CH2:2][CH2:3][CH2:4][C@H:5]([N:13]([CH2:28][C:29]([OH:31])=O)[S:14]([C:17]1[CH:22]=[CH:21][CH:20]=[CH:19][C:18]=1[O:23][C:24]([F:27])([F:26])[F:25])(=[O:16])=[O:15])[CH2:6][C:7]1[CH:12]=[CH:11][CH:10]=[CH:9][CH:8]=1.CCN(C(C)C)C(C)C.C1N(P(Cl)(N2C(=O)OCC2)=O)C(=O)OC1.C(O)(=O)CC(CC(O)=O)(C(O)=O)O.